Dataset: Forward reaction prediction with 1.9M reactions from USPTO patents (1976-2016). Task: Predict the product of the given reaction. (1) Given the reactants Br[CH2:2][C:3]1[C:12]([N+:13]([O-:15])=[O:14])=[CH:11][CH:10]=[CH:9][C:4]=1[C:5]([O:7]C)=O.Cl.[NH2:17][C:18]1([CH2:26][CH2:27][CH2:28][CH2:29][NH:30][C:31](=[O:40])[O:32][CH2:33][C:34]2[CH:39]=[CH:38][CH:37]=[CH:36][CH:35]=2)[CH2:23][CH2:22][C:21](=[O:24])[NH:20][C:19]1=[O:25].C(N(CC)CC)C, predict the reaction product. The product is: [N+:13]([C:12]1[CH:11]=[CH:10][CH:9]=[C:4]2[C:3]=1[CH2:2][N:17]([C:18]1([CH2:26][CH2:27][CH2:28][CH2:29][NH:30][C:31](=[O:40])[O:32][CH2:33][C:34]3[CH:35]=[CH:36][CH:37]=[CH:38][CH:39]=3)[CH2:23][CH2:22][C:21](=[O:24])[NH:20][C:19]1=[O:25])[C:5]2=[O:7])([O-:15])=[O:14]. (2) The product is: [O:1]=[C:2]1[CH2:19][CH2:18][C:5]2([CH2:10][CH2:9][N:8]([C:11]([O:13][C:14]([CH3:15])([CH3:16])[CH3:17])=[O:12])[CH2:7][CH2:6]2)[CH2:4][CH2:3]1. Given the reactants [O:1]=[C:2]1[CH2:19][CH2:18][C:5]2([CH2:10][CH2:9][N:8]([C:11]([O:13][C:14]([CH3:17])([CH3:16])[CH3:15])=[O:12])[CH2:7][CH2:6]2)[CH:4]=[CH:3]1, predict the reaction product. (3) Given the reactants C(OC([N:8]1[CH2:13][CH2:12][C@@H:11]([O:14][CH3:15])[C@H:10]([NH:16][S:17]([CH3:20])(=[O:19])=[O:18])[CH2:9]1)=O)(C)(C)C.FC(F)(F)C(O)=O, predict the reaction product. The product is: [NH3:8].[CH3:15][O:14][C@@H:11]1[CH2:12][CH2:13][NH:8][CH2:9][C@H:10]1[NH:16][S:17]([CH3:20])(=[O:19])=[O:18]. (4) Given the reactants [NH2:1][CH:2]1[CH2:7][CH2:6][NH:5][CH2:4][CH2:3]1.[CH:8](=[O:15])[C:9]1C=CC=C[CH:10]=1.C(N(CC)CC)C.C(Cl)(=O)CC, predict the reaction product. The product is: [NH2:1][CH:2]1[CH2:7][CH2:6][N:5]([C:8](=[O:15])[CH2:9][CH3:10])[CH2:4][CH2:3]1.